Dataset: Reaction yield outcomes from USPTO patents with 853,638 reactions. Task: Predict the reaction yield, written as a fraction of the theoretical maximum amount of product (1.0 means a 100% yield; for example, 0.34 means a 34% yield). (1) The reactants are C[O:2][C:3](=[O:34])[C@H:4]([CH2:30][CH2:31][S:32][CH3:33])[NH:5][C:6](=[O:29])[C:7]1[CH:12]=[CH:11][C:10]([NH:13][C:14]([C:16]2[CH:17]=[N:18][CH:19]=[CH:20][CH:21]=2)=[O:15])=[CH:9][C:8]=1[C:22]1[CH:27]=[CH:26][CH:25]=[CH:24][C:23]=1[CH3:28].O[Li].O. The catalyst is C1COCC1.O. The product is [N:18]1[CH:19]=[CH:20][CH:21]=[C:16]([C:14]([NH:13][C:10]2[CH:11]=[CH:12][C:7]([C:6]([NH:5][C@H:4]([C:3]([OH:34])=[O:2])[CH2:30][CH2:31][S:32][CH3:33])=[O:29])=[C:8]([C:22]3[CH:27]=[CH:26][CH:25]=[CH:24][C:23]=3[CH3:28])[CH:9]=2)=[O:15])[CH:17]=1. The yield is 0.590. (2) The reactants are [Br:1][C:2]1[CH:3]=[CH:4][C:5]([Cl:11])=[C:6]([CH:10]=1)[C:7]([OH:9])=O.C(Cl)(=O)C(Cl)=O.[C:18]1([O:24][CH2:25][CH3:26])[CH:23]=[CH:22][CH:21]=[CH:20][CH:19]=1.[Al+3].[Cl-].[Cl-].[Cl-].Cl.[OH-].[Na+]. The catalyst is C(Cl)Cl.CN(C=O)C. The product is [Br:1][C:2]1[CH:3]=[CH:4][C:5]([Cl:11])=[C:6]([CH:10]=1)[C:7]([C:21]1[CH:22]=[CH:23][C:18]([O:24][CH2:25][CH3:26])=[CH:19][CH:20]=1)=[O:9]. The yield is 0.640. (3) The reactants are [N+](C1C=CC=CC=1O)([O-])=O.[C:11]1([C:21]2[CH:26]=[CH:25][CH:24]=[CH:23][CH:22]=2)[CH:16]=[CH:15][C:14]([CH2:17][C:18]([OH:20])=O)=[CH:13][CH:12]=1.CC(C)N=C=NC(C)C.[CH3:36][N:37]1[CH2:42][CH2:41][CH:40]([NH:43][CH3:44])[CH2:39][CH2:38]1.[Cl:45]CC(Cl)C. The catalyst is CN(C=O)C. The product is [ClH:45].[C:11]1([C:21]2[CH:26]=[CH:25][CH:24]=[CH:23][CH:22]=2)[CH:12]=[CH:13][C:14]([CH2:17][C:18]([N:43]([CH3:44])[CH:40]2[CH2:41][CH2:42][N:37]([CH3:36])[CH2:38][CH2:39]2)=[O:20])=[CH:15][CH:16]=1. The yield is 0.420. (4) The yield is 0.450. The reactants are [CH3:1][C:2]1[CH:9]=[CH:8][C:5]([C:6]#[N:7])=[C:4]([C:10]([F:13])([F:12])[F:11])[CH:3]=1.Cl.[NH2:15][OH:16].C(=O)(O)[O-].[Na+]. The product is [OH:16][N:15]=[C:6]([NH2:7])[C:5]1[CH:8]=[CH:9][C:2]([CH3:1])=[CH:3][C:4]=1[C:10]([F:13])([F:11])[F:12]. The catalyst is CO.